Dataset: Catalyst prediction with 721,799 reactions and 888 catalyst types from USPTO. Task: Predict which catalyst facilitates the given reaction. (1) Reactant: [C:1]1([CH2:7][NH:8][C:9]([CH:11]([C:17]([O:19]CC)=O)[C:12]([O:14][CH2:15][CH3:16])=[O:13])=[O:10])[CH:6]=[CH:5][CH:4]=[CH:3][CH:2]=1.[H-].[Na+].[Cl:24][C:25]1[CH:30]=[CH:29][C:28]([N:31]=[C:32]=[O:33])=[CH:27][CH:26]=1.Cl. Product: [Cl:24][C:25]1[CH:30]=[CH:29][C:28]([N:31]2[C:17]([OH:19])=[C:11]([C:12]([O:14][CH2:15][CH3:16])=[O:13])[C:9](=[O:10])[N:8]([CH2:7][C:1]3[CH:2]=[CH:3][CH:4]=[CH:5][CH:6]=3)[C:32]2=[O:33])=[CH:27][CH:26]=1. The catalyst class is: 7. (2) The catalyst class is: 38. Reactant: Br[C:2]1[C:10]2[C:5](=[CH:6][CH:7]=[C:8]([C:11]3[N:15]=[C:14]([C@@H:16]4[CH2:21][CH2:20][CH2:19][N:18]([C:22]([O:24][C:25]([CH3:28])([CH3:27])[CH3:26])=[O:23])[CH2:17]4)[N:13]([CH3:29])[N:12]=3)[CH:9]=2)[NH:4][N:3]=1.[N:30]1[CH:35]=[CH:34][C:33](B(O)O)=[CH:32][CH:31]=1.C(=O)([O-])[O-].[Cs+].[Cs+]. Product: [CH3:29][N:13]1[C:14]([C@@H:16]2[CH2:21][CH2:20][CH2:19][N:18]([C:22]([O:24][C:25]([CH3:26])([CH3:27])[CH3:28])=[O:23])[CH2:17]2)=[N:15][C:11]([C:8]2[CH:9]=[C:10]3[C:5](=[CH:6][CH:7]=2)[NH:4][N:3]=[C:2]3[C:33]2[CH:34]=[CH:35][N:30]=[CH:31][CH:32]=2)=[N:12]1.